Dataset: Catalyst prediction with 721,799 reactions and 888 catalyst types from USPTO. Task: Predict which catalyst facilitates the given reaction. (1) Reactant: Br[C:2]1[CH:7]=[CH:6][C:5]([CH3:8])=[CH:4][C:3]=1[Cl:9].C1(P(C2C=CC=CC=2)CCCP(C2C=CC=CC=2)C2C=CC=CC=2)C=CC=CC=1.C(N(CC)CC)C.[CH3:46][OH:47].CN(C)[CH:50]=[O:51]. Product: [Cl:9][C:3]1[CH:4]=[C:5]([CH3:8])[CH:6]=[CH:7][C:2]=1[C:46]([O:51][CH3:50])=[O:47]. The catalyst class is: 167. (2) Reactant: [N+:1]([C:4]1[CH:5]=[C:6]([CH:16]=[CH:17][CH:18]=1)[CH2:7][S:8][C:9]1[CH:15]=[CH:14][CH:13]=[CH:12][C:10]=1[NH2:11])([O-:3])=[O:2].[O:19]1[C:23]2[CH:24]=[CH:25][CH:26]=[CH:27][C:22]=2[CH:21]=[C:20]1[S:28](Cl)(=[O:30])=[O:29]. Product: [N+:1]([C:4]1[CH:5]=[C:6]([CH:16]=[CH:17][CH:18]=1)[CH2:7][S:8][C:9]1[CH:15]=[CH:14][CH:13]=[CH:12][C:10]=1[NH:11][S:28]([C:20]1[O:19][C:23]2[CH:24]=[CH:25][CH:26]=[CH:27][C:22]=2[CH:21]=1)(=[O:29])=[O:30])([O-:3])=[O:2]. The catalyst class is: 17. (3) Reactant: [Cl:1][C:2]1[CH:39]=[CH:38][CH:37]=[C:36]([C:40]([F:43])([F:42])[F:41])[C:3]=1[C:4]([N:6]1[C:14]2[C:9](=[CH:10][CH:11]=[C:12]([C:15]([N:17]3[CH2:20][C:19]([F:22])([F:21])[CH2:18]3)=[O:16])[CH:13]=2)[C:8]([C:23]2[CH2:28][CH2:27][CH:26]([C:29]([O:31]C(C)(C)C)=[O:30])[CH2:25][CH:24]=2)=[N:7]1)=[O:5].C(O)(C(F)(F)F)=O. Product: [Cl:1][C:2]1[CH:39]=[CH:38][CH:37]=[C:36]([C:40]([F:42])([F:43])[F:41])[C:3]=1[C:4]([N:6]1[C:14]2[C:9](=[CH:10][CH:11]=[C:12]([C:15]([N:17]3[CH2:20][C:19]([F:21])([F:22])[CH2:18]3)=[O:16])[CH:13]=2)[C:8]([C:23]2[CH2:28][CH2:27][CH:26]([C:29]([OH:31])=[O:30])[CH2:25][CH:24]=2)=[N:7]1)=[O:5]. The catalyst class is: 2. (4) Reactant: [CH3:1][O:2][C:3]1[CH:4]=[C:5]([C:11]2[C:20](=[O:21])[C:19]3[C:14](=[CH:15][C:16]([O:22][CH2:23][CH:24]4[CH2:26][O:25]4)=[CH:17][CH:18]=3)[O:13][CH:12]=2)[CH:6]=[CH:7][C:8]=1[O:9][CH3:10].[CH:27]1([NH2:33])[CH2:32][CH2:31][CH2:30][CH2:29][CH2:28]1. Product: [CH:27]1([NH:33][CH2:26][CH:24]([OH:25])[CH2:23][O:22][C:16]2[CH:15]=[C:14]3[C:19]([C:20](=[O:21])[C:11]([C:5]4[CH:6]=[CH:7][C:8]([O:9][CH3:10])=[C:3]([O:2][CH3:1])[CH:4]=4)=[CH:12][O:13]3)=[CH:18][CH:17]=2)[CH2:32][CH2:31][CH2:30][CH2:29][CH2:28]1. The catalyst class is: 8. (5) Reactant: [Cl:1][C:2]1[CH:7]=[CH:6][C:5]([CH:8]([CH2:13]O)[C:9]([O:11][CH3:12])=[O:10])=[CH:4][CH:3]=1. Product: [Cl:1][C:2]1[CH:3]=[CH:4][C:5]([C:8](=[CH2:13])[C:9]([O:11][CH3:12])=[O:10])=[CH:6][CH:7]=1. The catalyst class is: 2.